The task is: Predict the reactants needed to synthesize the given product.. This data is from Full USPTO retrosynthesis dataset with 1.9M reactions from patents (1976-2016). (1) Given the product [CH3:19][O:20][CH2:21][O:1][C:2]1[CH:11]=[C:10]2[C:5]([CH:6]=[CH:7][C:8](=[O:12])[O:9]2)=[CH:4][CH:3]=1, predict the reactants needed to synthesize it. The reactants are: [OH:1][C:2]1[CH:11]=[C:10]2[C:5]([CH:6]=[CH:7][C:8](=[O:12])[O:9]2)=[CH:4][CH:3]=1.C(NCC)(C)C.[CH3:19][O:20][CH2:21]Cl.CCCCCC.C(OCC)(=O)C. (2) Given the product [Cl:18][C:19]1[C:20]2[C:21](=[O:23])[O:22][CH:8]([OH:9])[C:24]=2[CH:25]=[C:26]([Cl:28])[N:27]=1, predict the reactants needed to synthesize it. The reactants are: [Li+].CCC[CH2-].C1C[O:9][CH2:8]C1.C(NC(C)C)(C)C.[Cl:18][C:19]1[N:27]=[C:26]([Cl:28])[CH:25]=[CH:24][C:20]=1[C:21]([OH:23])=[O:22]. (3) Given the product [NH2:30][C:26]1[O:11][C:9]2[C:10]3[C:5](=[CH:4][CH:3]=[C:2]([OH:12])[N:1]=3)[CH:6]=[CH:7][C:8]=2[CH:17]([C:16]2[CH:19]=[C:20]([O:24][CH3:25])[C:21]([O:22][CH3:23])=[C:14]([Br:13])[CH:15]=2)[C:27]=1[C:28]#[N:29], predict the reactants needed to synthesize it. The reactants are: [N:1]1[C:10]2[C:5](=[CH:6][CH:7]=[CH:8][C:9]=2[OH:11])[CH:4]=[CH:3][C:2]=1[OH:12].[Br:13][C:14]1[CH:15]=[C:16]([CH:19]=[C:20]([O:24][CH3:25])[C:21]=1[O:22][CH3:23])[CH:17]=O.[C:26](#[N:30])[CH2:27][C:28]#[N:29].C1N2CCN(CC2)C1.